From a dataset of HIV replication inhibition screening data with 41,000+ compounds from the AIDS Antiviral Screen. Binary Classification. Given a drug SMILES string, predict its activity (active/inactive) in a high-throughput screening assay against a specified biological target. (1) The drug is CCOP(=O)(OCC)C(C#N)=Cc1ccc(N(C)C)cc1. The result is 0 (inactive). (2) The drug is S=C(NN=CC=NNC(=S)N1CCCCC1)N1CCCCC1. The result is 0 (inactive). (3) The compound is COc1ccccc1NC(=O)C1=C(C)NC(C)=C(C(=O)Nc2ccccc2OC)C1c1ccccc1F. The result is 0 (inactive).